From a dataset of Full USPTO retrosynthesis dataset with 1.9M reactions from patents (1976-2016). Predict the reactants needed to synthesize the given product. (1) Given the product [Cl:32][C:24]1[CH:23]=[C:22]([C@@H:15]([CH2:16][CH:17]2[CH2:21][CH2:20][CH2:19][CH2:18]2)[C:14]([NH:13][C:10]2[CH:11]=[CH:12][N:8]([CH2:7][C:6]([OH:34])=[O:5])[N:9]=2)=[O:33])[CH:27]=[CH:26][C:25]=1[S:28]([CH3:31])(=[O:30])=[O:29], predict the reactants needed to synthesize it. The reactants are: C([O:5][C:6](=[O:34])[CH2:7][N:8]1[CH:12]=[CH:11][C:10]([NH:13][C:14](=[O:33])[C@@H:15]([C:22]2[CH:27]=[CH:26][C:25]([S:28]([CH3:31])(=[O:30])=[O:29])=[C:24]([Cl:32])[CH:23]=2)[CH2:16][CH:17]2[CH2:21][CH2:20][CH2:19][CH2:18]2)=[N:9]1)(C)(C)C. (2) Given the product [CH3:1][N:2]([CH3:7])[CH2:3][CH2:4][N:5]([CH3:6])[C:9]1[C:14]([N+:15]([O-:17])=[O:16])=[CH:13][C:12]([NH:18][C:19]2[N:24]=[C:23]([C:25]3[CH:26]=[N:27][N:28]4[CH:33]=[CH:32][CH:31]=[CH:30][C:29]=34)[CH:22]=[CH:21][N:20]=2)=[C:11]([O:34][CH3:35])[CH:10]=1, predict the reactants needed to synthesize it. The reactants are: [CH3:1][N:2]([CH3:7])[CH2:3][CH2:4][NH:5][CH3:6].F[C:9]1[C:14]([N+:15]([O-:17])=[O:16])=[CH:13][C:12]([NH:18][C:19]2[N:24]=[C:23]([C:25]3[CH:26]=[N:27][N:28]4[CH:33]=[CH:32][CH:31]=[CH:30][C:29]=34)[CH:22]=[CH:21][N:20]=2)=[C:11]([O:34][CH3:35])[CH:10]=1.CCN(C(C)C)C(C)C. (3) Given the product [Cr:8]([OH:3])([OH:10])(=[O:9])=[O:7].[P:2](=[O:3])([OH:6])([OH:5])[OH:4], predict the reactants needed to synthesize it. The reactants are: [Al].[P:2](=[O:6])([OH:5])([OH:4])[OH:3].[O-2:7].[Cr+4:8].[O-2:9].[OH2:10]. (4) Given the product [Cl:51][C:48]1[CH:49]=[C:50]2[C:45](=[CH:46][CH:47]=1)[N:44]=[C:43]([N:52]1[CH2:58][C:57]3[CH:59]=[CH:60][CH:61]=[CH:62][C:56]=3[S:55](=[O:64])(=[O:63])[CH2:54][CH2:53]1)[CH:42]=[C:41]2[NH:65][CH:66]1[CH2:67][N:68]([C:70]([O:72][C:73]([CH3:76])([CH3:75])[CH3:74])=[O:71])[CH2:69]1, predict the reactants needed to synthesize it. The reactants are: O=S1(=O)C2C=CC=CC=2CN(C2C=C(NCC3OCCN(C(OC(C)(C)C)=O)C3)C3C(=CC=C(C)C=3)N=2)CC1.Cl[C:41]1[C:50]2[C:45](=[CH:46][CH:47]=[C:48]([Cl:51])[CH:49]=2)[N:44]=[C:43]([N:52]2[CH2:58][C:57]3[CH:59]=[CH:60][CH:61]=[CH:62][C:56]=3[S:55](=[O:64])(=[O:63])[CH2:54][CH2:53]2)[CH:42]=1.[NH2:65][CH:66]1[CH2:69][N:68]([C:70]([O:72][C:73]([CH3:76])([CH3:75])[CH3:74])=[O:71])[CH2:67]1. (5) Given the product [CH3:37][N:36]([S:33]([N:6]([CH2:5][C:4]([OH:39])=[O:3])[CH2:7][C:8]1[CH:13]=[CH:12][C:11]([O:14][CH2:15][CH2:16][C:17]2[N:18]=[C:19]([C:23]3[CH:28]=[CH:27][C:26]([C:29]([F:30])([F:31])[F:32])=[CH:25][CH:24]=3)[O:20][C:21]=2[CH3:22])=[CH:10][CH:9]=1)(=[O:34])=[O:35])[CH3:38], predict the reactants needed to synthesize it. The reactants are: C([O:3][C:4](=[O:39])[CH2:5][N:6]([S:33]([N:36]([CH3:38])[CH3:37])(=[O:35])=[O:34])[CH2:7][C:8]1[CH:13]=[CH:12][C:11]([O:14][CH2:15][CH2:16][C:17]2[N:18]=[C:19]([C:23]3[CH:28]=[CH:27][C:26]([C:29]([F:32])([F:31])[F:30])=[CH:25][CH:24]=3)[O:20][C:21]=2[CH3:22])=[CH:10][CH:9]=1)C.O.[OH-].[Li+]. (6) Given the product [CH3:1][O:2][C:3](=[O:28])[CH:4]([C:5]1[CH:10]=[C:9]([C:11]2[CH:16]=[CH:15][C:14]([C:17]([F:18])([F:20])[F:19])=[CH:13][CH:12]=2)[N:8]=[C:7]([C:21]2[CH:22]=[CH:23][C:24]([F:27])=[CH:25][CH:26]=2)[CH:6]=1)[CH2:42][C:41]([CH3:43])=[CH2:40], predict the reactants needed to synthesize it. The reactants are: [CH3:1][O:2][C:3](=[O:28])[CH2:4][C:5]1[CH:10]=[C:9]([C:11]2[CH:16]=[CH:15][C:14]([C:17]([F:20])([F:19])[F:18])=[CH:13][CH:12]=2)[N:8]=[C:7]([C:21]2[CH:26]=[CH:25][C:24]([F:27])=[CH:23][CH:22]=2)[CH:6]=1.C[Si]([N-][Si](C)(C)C)(C)C.[K+].Br[CH2:40][C:41]([CH3:43])=[CH2:42]. (7) Given the product [F:21][C:22]1[CH:23]=[CH:24][C:25]([S:28]([N:31]([CH:32]([CH3:34])[CH3:33])[CH2:35][C:36]([NH:20][CH2:19][C:5]2[CH:6]=[C:7]([C:9]3[CH:10]=[CH:11][C:12]([C:15]([F:17])([F:16])[F:18])=[CH:13][CH:14]=3)[CH:8]=[C:3]([O:2][CH3:1])[CH:4]=2)=[O:37])(=[O:29])=[O:30])=[CH:26][CH:27]=1, predict the reactants needed to synthesize it. The reactants are: [CH3:1][O:2][C:3]1[CH:4]=[C:5]([CH2:19][NH2:20])[CH:6]=[C:7]([C:9]2[CH:14]=[CH:13][C:12]([C:15]([F:18])([F:17])[F:16])=[CH:11][CH:10]=2)[CH:8]=1.[F:21][C:22]1[CH:27]=[CH:26][C:25]([S:28]([N:31]([CH2:35][C:36](O)=[O:37])[CH:32]([CH3:34])[CH3:33])(=[O:30])=[O:29])=[CH:24][CH:23]=1.CN(C(ON1N=NC2C=CC=NC1=2)=[N+](C)C)C.F[P-](F)(F)(F)(F)F.C(N(CC)C(C)C)(C)C.OS([O-])(=O)=O.[K+].